The task is: Predict the reactants needed to synthesize the given product.. This data is from Full USPTO retrosynthesis dataset with 1.9M reactions from patents (1976-2016). (1) Given the product [F:21][C:18]1[CH:19]=[CH:20][C:15]([N:13]2[CH:14]=[C:10]([C:6]3[C:5]4[N:4]([N:3]=[C:2]([NH:33][C:32]5[CH:34]=[CH:35][CH:36]=[C:30]([N:27]6[CH2:26][CH2:25][N:24]([CH3:23])[CH2:29][CH2:28]6)[CH:31]=5)[N:22]=4)[CH:9]=[CH:8][CH:7]=3)[CH:11]=[N:12]2)=[CH:16][CH:17]=1, predict the reactants needed to synthesize it. The reactants are: Cl[C:2]1[N:22]=[C:5]2[C:6]([C:10]3[CH:11]=[N:12][N:13]([C:15]4[CH:20]=[CH:19][C:18]([F:21])=[CH:17][CH:16]=4)[CH:14]=3)=[CH:7][CH:8]=[CH:9][N:4]2[N:3]=1.[CH3:23][N:24]1[CH2:29][CH2:28][N:27]([C:30]2[CH:31]=[C:32]([CH:34]=[CH:35][CH:36]=2)[NH2:33])[CH2:26][CH2:25]1.C1(P(C2CCCCC2)C2C=CC=CC=2C2C=CC=CC=2P(C2CCCCC2)C2CCCCC2)CCCCC1. (2) Given the product [CH2:1]([C:8]1([N:28]([CH3:30])[CH3:29])[CH2:13][CH2:12][CH:11]([C:14]2[NH:15][C:16]3[C:21]([C:22]=2[CH3:23])=[CH:20][C:19]([C:24]([F:26])([F:27])[F:25])=[CH:18][CH:17]=3)[CH2:10][CH2:9]1)[C:2]1[CH:3]=[CH:4][CH:5]=[CH:6][CH:7]=1, predict the reactants needed to synthesize it. The reactants are: [CH2:1]([C:8]1([N:28]([CH3:30])[CH3:29])[CH2:13][CH2:12][C:11]([C:14]2[NH:15][C:16]3[C:21]([C:22]=2[CH3:23])=[CH:20][C:19]([C:24]([F:27])([F:26])[F:25])=[CH:18][CH:17]=3)=[CH:10][CH2:9]1)[C:2]1[CH:7]=[CH:6][CH:5]=[CH:4][CH:3]=1. (3) Given the product [C:23]([C@@H:20]([NH:19][C:12](=[O:14])[C:11]1[CH:15]=[CH:16][N:17]=[CH:18][C:10]=1[NH:9][C:3]1[CH:4]=[CH:5][C:6]([I:8])=[CH:7][C:2]=1[F:1])[CH2:21][OH:22])(=[O:24])[NH2:25], predict the reactants needed to synthesize it. The reactants are: [F:1][C:2]1[CH:7]=[C:6]([I:8])[CH:5]=[CH:4][C:3]=1[NH:9][C:10]1[CH:18]=[N:17][CH:16]=[CH:15][C:11]=1[C:12]([OH:14])=O.[NH2:19][C@H:20]([C:23]([NH2:25])=[O:24])[CH2:21][OH:22]. (4) Given the product [C@H:56]1([NH:55][C:29]([C:28]2[CH:32]=[CH:33][C:25]([C:7]3[C:8]4[C:15](=[O:16])[N:14]5[C@H:10]([C:9]=4[N:17]=[C:18]([CH2:19][CH2:20][C:21]([F:23])([F:22])[F:24])[C:6]=3[C:4]([O:3][CH2:1][CH3:2])=[O:5])[CH2:11][CH2:12][CH2:13]5)=[CH:26][CH:27]=2)=[O:31])[C:64]2[C:59](=[CH:60][CH:61]=[CH:62][CH:63]=2)[CH2:58][CH2:57]1, predict the reactants needed to synthesize it. The reactants are: [CH2:1]([O:3][C:4]([C:6]1[C:18]([CH2:19][CH2:20][C:21]([F:24])([F:23])[F:22])=[N:17][C:9]2[C@H:10]3[N:14]([C:15](=[O:16])[C:8]=2[C:7]=1[C:25]1[CH:33]=[CH:32][C:28]([C:29]([OH:31])=O)=[CH:27][CH:26]=1)[CH2:13][CH2:12][CH2:11]3)=[O:5])[CH3:2].CCN=C=NCCCN(C)C.C1C=CC2N(O)N=NC=2C=1.[NH2:55][C@H:56]1[C:64]2[C:59](=[CH:60][CH:61]=[CH:62][CH:63]=2)[CH2:58][CH2:57]1. (5) Given the product [CH3:1][S:2]([O:19][CH:17]1[CH2:16][CH2:15][O:14][CH:13]([C:10]2[C:9]([F:20])=[CH:8][C:7]([Br:6])=[CH:12][N:11]=2)[CH2:18]1)(=[O:4])=[O:3], predict the reactants needed to synthesize it. The reactants are: [CH3:1][S:2](Cl)(=[O:4])=[O:3].[Br:6][C:7]1[CH:8]=[C:9]([F:20])[C:10]([CH:13]2[CH2:18][CH:17]([OH:19])[CH2:16][CH2:15][O:14]2)=[N:11][CH:12]=1. (6) The reactants are: [CH:1]1[C:14]2[CH:13]=[C:12](B(O)O)[C:11]3[C:6](=[CH:7][CH:8]=[CH:9][CH:10]=3)[C:5]=2[CH:4]=[CH:3][CH:2]=1.[Br:18][C:19]1[CH:28]=[CH:27][C:26]2[C:21](=[CH:22][C:23](Br)=[CH:24][CH:25]=2)[CH:20]=1.C(COC)OC.C(=O)([O-])[O-].[Na+].[Na+]. Given the product [Br:18][C:19]1[CH:20]=[C:21]2[C:26]([CH:25]=[CH:24][C:23]([C:12]3[C:11]4[C:6]([C:5]5[CH:4]=[CH:3][CH:2]=[CH:1][C:14]=5[CH:13]=3)=[CH:7][CH:8]=[CH:9][CH:10]=4)=[CH:22]2)=[CH:27][CH:28]=1, predict the reactants needed to synthesize it. (7) Given the product [ClH:43].[ClH:45].[Cl:43][C:37]1[CH:36]=[C:35]([C:10]2[CH:11]=[C:12]3[C:7](=[CH:8][CH:9]=2)[N:6]=[CH:5][C:4]([C:1](=[O:3])[CH3:2])=[C:13]3[NH:14][C@H:15]2[CH2:20][CH2:19][C@H:18]([CH2:21][N:22]3[CH2:27][CH2:26][NH:25][CH2:24][CH2:23]3)[CH2:17][CH2:16]2)[CH:40]=[C:39]([F:41])[C:38]=1[OH:42], predict the reactants needed to synthesize it. The reactants are: [C:1]([C:4]1[CH:5]=[N:6][C:7]2[C:12]([C:13]=1[NH:14][C@H:15]1[CH2:20][CH2:19][C@H:18]([CH2:21][N:22]3[CH2:27][CH2:26][N:25](C(OC(C)(C)C)=O)[CH2:24][CH2:23]3)[CH2:17][CH2:16]1)=[CH:11][C:10]([C:35]1[CH:40]=[C:39]([F:41])[C:38]([OH:42])=[C:37]([Cl:43])[CH:36]=1)=[CH:9][CH:8]=2)(=[O:3])[CH3:2].O.[ClH:45]. (8) Given the product [OH:80][CH2:79][CH2:81][NH:82][C:42]([C:8]1[S:7][C:6]2[CH:45]=[C:2]([F:1])[CH:3]=[CH:4][C:5]=2[C:9]=1[CH:10]1[CH2:11][CH2:12][N:13]([CH2:16][CH2:17][CH2:18][N:19]2[C:27]3[CH2:26][CH2:25][N:24]([S:28]([CH3:31])(=[O:29])=[O:30])[CH2:23][C:22]=3[C:21]([C:32]3[CH:33]=[CH:34][C:35]([C:38]([F:40])([F:41])[F:39])=[CH:36][CH:37]=3)=[N:20]2)[CH2:14][CH2:15]1)=[O:43], predict the reactants needed to synthesize it. The reactants are: [F:1][C:2]1[CH:3]=[CH:4][C:5]2[C:9]([CH:10]3[CH2:15][CH2:14][N:13]([CH2:16][CH2:17][CH2:18][N:19]4[C:27]5[CH2:26][CH2:25][N:24]([S:28]([CH3:31])(=[O:30])=[O:29])[CH2:23][C:22]=5[C:21]([C:32]5[CH:37]=[CH:36][C:35]([C:38]([F:41])([F:40])[F:39])=[CH:34][CH:33]=5)=[N:20]4)[CH2:12][CH2:11]3)=[C:8]([C:42](O)=[O:43])[S:7][C:6]=2[CH:45]=1.CN(C(ON1N=NC2C=CC=CC1=2)=[N+](C)C)C.F[P-](F)(F)(F)(F)F.CCN(C(C)C)C(C)C.[CH2:79]([CH2:81][NH2:82])[OH:80].